From a dataset of Catalyst prediction with 721,799 reactions and 888 catalyst types from USPTO. Predict which catalyst facilitates the given reaction. (1) Product: [Br:1][C:2]1[CH:3]=[C:4]2[C:9](=[CH:10][CH:11]=1)[C:8](=[O:12])[NH:7][C:6](=[O:13])/[C:5]/2=[CH:14]\[NH:22][CH2:23][CH2:24][CH2:25][N:26]1[CH2:30][CH2:29][CH2:28][C:27]1=[O:31]. Reactant: [Br:1][C:2]1[CH:3]=[C:4]2[C:9](=[CH:10][CH:11]=1)[C:8](=[O:12])[NH:7][C:6](=[O:13])[C:5]2=[CH:14]OC.CN(C)C=O.[NH2:22][CH2:23][CH2:24][CH2:25][N:26]1[CH2:30][CH2:29][CH2:28][C:27]1=[O:31]. The catalyst class is: 28. (2) Reactant: [O:1]=[CH:2][CH2:3][C:4]1[N:5]=[CH:6][C:7]([C:10]([O:12][CH3:13])=[O:11])=[N:8][CH:9]=1.[BH4-].[Na+].Cl. Product: [OH:1][CH2:2][CH2:3][C:4]1[N:5]=[CH:6][C:7]([C:10]([O:12][CH3:13])=[O:11])=[N:8][CH:9]=1. The catalyst class is: 430. (3) Reactant: [C:1]([O:4][C:5]1[C:6]([O:28][CH2:29][CH3:30])=[CH:7][CH:8]=[C:9]2[C:14]=1[CH:13]=[N:12][CH:11]=[C:10]2[CH2:15][C:16]1[CH:21]=[C:20]([O:22][CH3:23])[C:19]([O:24][CH3:25])=[C:18]([O:26][CH3:27])[CH:17]=1)(=[O:3])[CH3:2].[OH:31]N1C(=O)C2=CC=CC=C2C1=O.[O-]Cl=O.[Na+].O. Product: [C:1]([O:4][C:5]1[C:6]([O:28][CH2:29][CH3:30])=[CH:7][CH:8]=[C:9]2[C:14]=1[CH:13]=[N:12][CH:11]=[C:10]2[C:15](=[O:31])[C:16]1[CH:21]=[C:20]([O:22][CH3:23])[C:19]([O:24][CH3:25])=[C:18]([O:26][CH3:27])[CH:17]=1)(=[O:3])[CH3:2]. The catalyst class is: 23. (4) Reactant: [C:1]([C:3]1[C:8]2[N:9]=[C:10]([C:12]([N:14]([CH3:16])[CH3:15])=[O:13])[O:11][C:7]=2[C:6]([NH:17]CC2C=CC(OC)=CC=2)=[C:5]([C:27]2[CH:32]=[CH:31][CH:30]=[CH:29][CH:28]=2)[C:4]=1[CH3:33])#[N:2]. Product: [NH2:17][C:6]1[C:7]2[O:11][C:10]([C:12]([N:14]([CH3:16])[CH3:15])=[O:13])=[N:9][C:8]=2[C:3]([C:1]#[N:2])=[C:4]([CH3:33])[C:5]=1[C:27]1[CH:32]=[CH:31][CH:30]=[CH:29][CH:28]=1. The catalyst class is: 55. (5) Reactant: CO[C:3](=O)[C:4]1[C:9]([I:10])=[CH:8][CH:7]=[CH:6][C:5]=1[CH2:11]Br.[CH2:14]([NH2:21])[C:15]1[CH:20]=[CH:19][CH:18]=[CH:17][CH:16]=1.C([O-])([O-])=[O:23].[K+].[K+].C(OCC)(=O)C. Product: [CH2:14]([N:21]1[CH2:3][C:4]2[C:5](=[CH:6][CH:7]=[CH:8][C:9]=2[I:10])[C:11]1=[O:23])[C:15]1[CH:20]=[CH:19][CH:18]=[CH:17][CH:16]=1. The catalyst class is: 345. (6) Reactant: Cl[C:2]1[CH:7]=[CH:6][C:5]([N+:8]([O-:10])=[O:9])=[CH:4][N:3]=1.[C:11]([O:15][C:16]([N:18]1[CH2:23][CH2:22][NH:21][C@H:20]([CH3:24])[CH2:19]1)=[O:17])([CH3:14])([CH3:13])[CH3:12].C(=O)([O-])[O-].[K+].[K+]. Product: [C:11]([O:15][C:16]([N:18]1[CH2:23][CH2:22][N:21]([C:2]2[CH:7]=[CH:6][C:5]([N+:8]([O-:10])=[O:9])=[CH:4][N:3]=2)[C@H:20]([CH3:24])[CH2:19]1)=[O:17])([CH3:14])([CH3:12])[CH3:13]. The catalyst class is: 16.